From a dataset of CYP2C9 inhibition data for predicting drug metabolism from PubChem BioAssay. Regression/Classification. Given a drug SMILES string, predict its absorption, distribution, metabolism, or excretion properties. Task type varies by dataset: regression for continuous measurements (e.g., permeability, clearance, half-life) or binary classification for categorical outcomes (e.g., BBB penetration, CYP inhibition). Dataset: cyp2c9_veith. (1) The drug is CN(C)C(=O)c1ccc(-c2cncnc2NCCN2CCOCC2)cc1. The result is 0 (non-inhibitor). (2) The drug is CC(C)(N)CO[C@H]1C[C@H]2CC[C@@]1(C)C2(C)C. The result is 0 (non-inhibitor). (3) The drug is CCC(=O)NC(NCC1CCCO1)C(Cl)(Cl)Cl. The result is 0 (non-inhibitor). (4) The molecule is COc1ccc(/C=C/C(=O)Nc2ccccc2C(=O)N2CCCC2)cc1. The result is 1 (inhibitor).